From a dataset of Full USPTO retrosynthesis dataset with 1.9M reactions from patents (1976-2016). Predict the reactants needed to synthesize the given product. (1) Given the product [OH:10][C:3]1[C:2]([CH3:1])=[C:7]([CH3:8])[CH:6]=[C:5]([CH3:9])[C:4]=1[CH:13]=[O:12], predict the reactants needed to synthesize it. The reactants are: [CH3:1][C:2]1[C:7]([CH3:8])=[CH:6][C:5]([CH3:9])=[CH:4][C:3]=1[OH:10].C[O:12][CH:13](Cl)Cl.[Cl-].[NH4+]. (2) Given the product [CH2:1]([CH:6]1[C:10](=[O:11])[CH2:9][CH2:8][CH:7]1[CH2:12][C:13]([O:15][CH3:16])=[O:14])[CH2:2][CH2:3][CH2:4][CH3:5], predict the reactants needed to synthesize it. The reactants are: [CH2:1]([CH:6]1[C:10](=[O:11])[CH2:9][CH2:8][CH:7]1[CH:12](C(OC)=O)[C:13]([O:15][CH3:16])=[O:14])[CH2:2][CH2:3][CH2:4][CH3:5].C(C1C(=O)CCC1CC(O)=O)CCCC. (3) Given the product [Br:1][C:2]1[N:7]=[C:6]([CH:8]=[CH:11][C:12]([OH:14])=[O:13])[CH:5]=[CH:4][CH:3]=1, predict the reactants needed to synthesize it. The reactants are: [Br:1][C:2]1[N:7]=[C:6]([CH:8]=O)[CH:5]=[CH:4][CH:3]=1.C(O)(=O)[CH2:11][C:12]([OH:14])=[O:13].N1CCCCC1.Cl. (4) Given the product [CH:1]1([N:13]2[CH2:18][CH2:17][CH:16]([NH:26][C:21]3[C:20]([NH2:27])=[CH:25][CH:24]=[CH:23][CH:22]=3)[CH2:15][CH2:14]2)[C:11]2=[C:12]3[C:7](=[CH:8][CH:9]=[CH:10]2)[CH:6]=[CH:5][CH:4]=[C:3]3[CH2:2]1, predict the reactants needed to synthesize it. The reactants are: [CH:1]1([N:13]2[CH2:18][CH2:17][C:16](=O)[CH2:15][CH2:14]2)[C:11]2=[C:12]3[C:7](=[CH:8][CH:9]=[CH:10]2)[CH:6]=[CH:5][CH:4]=[C:3]3[CH2:2]1.[C:20]1([NH2:27])[CH:25]=[CH:24][CH:23]=[CH:22][C:21]=1[NH2:26].C(O[BH-](OC(=O)C)OC(=O)C)(=O)C.[Na+].C(=O)([O-])[O-].[K+].[K+]. (5) Given the product [C:14]([O:13][C:11]([N:5]1[C@@H:4]([CH2:3][CH2:2][O:1][C:21]2[CH:26]=[CH:25][C:24]([C:27]([F:30])([F:29])[F:28])=[CH:23][N:22]=2)[CH2:8][O:7][C:6]1([CH3:10])[CH3:9])=[O:12])([CH3:17])([CH3:16])[CH3:15], predict the reactants needed to synthesize it. The reactants are: [OH:1][CH2:2][CH2:3][C@H:4]1[CH2:8][O:7][C:6]([CH3:10])([CH3:9])[N:5]1[C:11]([O:13][C:14]([CH3:17])([CH3:16])[CH3:15])=[O:12].[H-].[Na+].Cl[C:21]1[CH:26]=[CH:25][C:24]([C:27]([F:30])([F:29])[F:28])=[CH:23][N:22]=1. (6) Given the product [NH2:27][C:23]1([C:20]2[CH:19]=[CH:18][C:17]([C:9]3[O:8][C:6]4[N:7]=[C:2]([CH3:1])[N:3]([CH2:36][C:37]([F:39])([F:40])[F:38])[C:4](=[O:35])[C:5]=4[C:10]=3[C:11]3[CH:12]=[CH:13][CH:14]=[CH:15][CH:16]=3)=[CH:22][CH:21]=2)[CH2:24][CH2:25][CH2:26]1, predict the reactants needed to synthesize it. The reactants are: [CH3:1][C:2]1[N:3]([CH2:36][C:37]([F:40])([F:39])[F:38])[C:4](=[O:35])[C:5]2[C:10]([C:11]3[CH:16]=[CH:15][CH:14]=[CH:13][CH:12]=3)=[C:9]([C:17]3[CH:22]=[CH:21][C:20]([C:23]4([NH:27]C(=O)OC(C)(C)C)[CH2:26][CH2:25][CH2:24]4)=[CH:19][CH:18]=3)[O:8][C:6]=2[N:7]=1. (7) Given the product [F:17][C:16]([F:18])([F:19])[C:13]1[CH:12]=[CH:11][C:10]([C:9]([NH:8][CH2:7][C:6]([OH:21])=[O:5])=[O:20])=[CH:15][CH:14]=1, predict the reactants needed to synthesize it. The reactants are: C([O:5][C:6](=[O:21])[CH2:7][NH:8][C:9](=[O:20])[C:10]1[CH:15]=[CH:14][C:13]([C:16]([F:19])([F:18])[F:17])=[CH:12][CH:11]=1)(C)(C)C. (8) Given the product [OH:13][C:14]([C:20]1[CH:25]=[CH:24][CH:23]=[CH:22][CH:21]=1)([C:2]1[CH:3]=[N:4][CH:5]=[CH:6][CH:7]=1)[C:15]([O:17][CH2:18][CH3:19])=[O:16], predict the reactants needed to synthesize it. The reactants are: Br[C:2]1[CH:3]=[N:4][CH:5]=[CH:6][CH:7]=1.C([Li])CCC.[O:13]=[C:14]([C:20]1[CH:25]=[CH:24][CH:23]=[CH:22][CH:21]=1)[C:15]([O:17][CH2:18][CH3:19])=[O:16]. (9) The reactants are: [Cl-:1].[Mn+2:2].[Cl-].[CH2:4]([N:6]1[CH2:19][CH2:18][CH2:17][NH:16][CH2:15][CH2:14][N:13]([CH2:20][CH3:21])[CH2:12][CH2:11][CH2:10][NH:9][CH2:8][CH2:7]1)[CH3:5]. Given the product [Cl-:1].[Cl-:1].[Mn+2:2].[CH2:4]([N:6]1[CH2:19][CH2:18][CH2:17][NH:16][CH2:15][CH2:14][N:13]([CH2:20][CH3:21])[CH2:12][CH2:11][CH2:10][NH:9][CH2:8][CH2:7]1)[CH3:5], predict the reactants needed to synthesize it.